The task is: Predict the reactants needed to synthesize the given product.. This data is from Retrosynthesis with 50K atom-mapped reactions and 10 reaction types from USPTO. (1) Given the product Cc1cc(-c2n[nH]c(=O)[nH]2)cc(C)c1Oc1ccc(O)c(C(C)C)c1, predict the reactants needed to synthesize it. The reactants are: COc1ccc(Oc2c(C)cc(-c3n[nH]c(=O)[nH]3)cc2C)cc1C(C)C. (2) Given the product N#CCN1CCC(Cc2ccccc2)CC1, predict the reactants needed to synthesize it. The reactants are: N#CCCl.c1ccc(CC2CCNCC2)cc1. (3) Given the product O=S(=O)(/C=C/c1cc2cnc3cccc(s1)n23)CC1CCNCC1, predict the reactants needed to synthesize it. The reactants are: CC(C)(C)OC(=O)N1CCC(CS(=O)(=O)/C=C/c2cc3cnc4cccc(s2)n34)CC1. (4) Given the product CC(C)(C)OC(=O)Nc1ccccc1NC(=O)/C=C/c1ccc(C(CCO[Si](C)(C)C(C)(C)C)C(=O)O)cc1, predict the reactants needed to synthesize it. The reactants are: CCOC(=O)C(CCO[Si](C)(C)C(C)(C)C)c1ccc(/C=C/C(=O)Nc2ccccc2NC(=O)OC(C)(C)C)cc1.